From a dataset of NCI-60 drug combinations with 297,098 pairs across 59 cell lines. Regression. Given two drug SMILES strings and cell line genomic features, predict the synergy score measuring deviation from expected non-interaction effect. (1) Drug 1: CCC1(CC2CC(C3=C(CCN(C2)C1)C4=CC=CC=C4N3)(C5=C(C=C6C(=C5)C78CCN9C7C(C=CC9)(C(C(C8N6C=O)(C(=O)OC)O)OC(=O)C)CC)OC)C(=O)OC)O.OS(=O)(=O)O. Drug 2: CC1=C2C(C(=O)C3(C(CC4C(C3C(C(C2(C)C)(CC1OC(=O)C(C(C5=CC=CC=C5)NC(=O)OC(C)(C)C)O)O)OC(=O)C6=CC=CC=C6)(CO4)OC(=O)C)O)C)O. Cell line: SW-620. Synergy scores: CSS=24.1, Synergy_ZIP=0.428, Synergy_Bliss=1.26, Synergy_Loewe=-13.9, Synergy_HSA=1.39. (2) Drug 1: CC1=C(C=C(C=C1)NC2=NC=CC(=N2)N(C)C3=CC4=NN(C(=C4C=C3)C)C)S(=O)(=O)N.Cl. Drug 2: C1=CN(C=N1)CC(O)(P(=O)(O)O)P(=O)(O)O. Cell line: HT29. Synergy scores: CSS=3.15, Synergy_ZIP=8.65, Synergy_Bliss=5.66, Synergy_Loewe=3.62, Synergy_HSA=2.38. (3) Drug 1: CC12CCC(CC1=CCC3C2CCC4(C3CC=C4C5=CN=CC=C5)C)O. Cell line: SK-MEL-2. Drug 2: CNC(=O)C1=NC=CC(=C1)OC2=CC=C(C=C2)NC(=O)NC3=CC(=C(C=C3)Cl)C(F)(F)F. Synergy scores: CSS=31.7, Synergy_ZIP=-3.63, Synergy_Bliss=-1.15, Synergy_Loewe=-9.70, Synergy_HSA=-3.19. (4) Synergy scores: CSS=43.0, Synergy_ZIP=-1.57, Synergy_Bliss=-0.857, Synergy_Loewe=-25.1, Synergy_HSA=-0.184. Drug 1: CC=C1C(=O)NC(C(=O)OC2CC(=O)NC(C(=O)NC(CSSCCC=C2)C(=O)N1)C(C)C)C(C)C. Drug 2: CC1CCC2CC(C(=CC=CC=CC(CC(C(=O)C(C(C(=CC(C(=O)CC(OC(=O)C3CCCCN3C(=O)C(=O)C1(O2)O)C(C)CC4CCC(C(C4)OC)OCCO)C)C)O)OC)C)C)C)OC. Cell line: MCF7. (5) Drug 1: C1CN(CCN1C(=O)CCBr)C(=O)CCBr. Drug 2: CCC1(C2=C(COC1=O)C(=O)N3CC4=CC5=C(C=CC(=C5CN(C)C)O)N=C4C3=C2)O.Cl. Cell line: OVCAR-4. Synergy scores: CSS=8.31, Synergy_ZIP=-4.59, Synergy_Bliss=-0.915, Synergy_Loewe=-2.45, Synergy_HSA=-0.505.